Dataset: NCI-60 drug combinations with 297,098 pairs across 59 cell lines. Task: Regression. Given two drug SMILES strings and cell line genomic features, predict the synergy score measuring deviation from expected non-interaction effect. (1) Drug 1: C(CN)CNCCSP(=O)(O)O. Drug 2: COCCOC1=C(C=C2C(=C1)C(=NC=N2)NC3=CC=CC(=C3)C#C)OCCOC.Cl. Cell line: NCI/ADR-RES. Synergy scores: CSS=6.32, Synergy_ZIP=-1.56, Synergy_Bliss=-1.26, Synergy_Loewe=0.573, Synergy_HSA=0.751. (2) Drug 1: CCC(=C(C1=CC=CC=C1)C2=CC=C(C=C2)OCCN(C)C)C3=CC=CC=C3.C(C(=O)O)C(CC(=O)O)(C(=O)O)O. Cell line: U251. Drug 2: CN(C(=O)NC(C=O)C(C(C(CO)O)O)O)N=O. Synergy scores: CSS=2.10, Synergy_ZIP=3.47, Synergy_Bliss=-4.53, Synergy_Loewe=-6.66, Synergy_HSA=-5.17. (3) Drug 1: C1CN1C2=NC(=NC(=N2)N3CC3)N4CC4. Drug 2: CN(C)N=NC1=C(NC=N1)C(=O)N. Cell line: RPMI-8226. Synergy scores: CSS=60.6, Synergy_ZIP=0.852, Synergy_Bliss=2.39, Synergy_Loewe=0.707, Synergy_HSA=5.33. (4) Drug 1: C1CC(C1)(C(=O)O)C(=O)O.[NH2-].[NH2-].[Pt+2]. Drug 2: C(CN)CNCCSP(=O)(O)O. Cell line: U251. Synergy scores: CSS=24.9, Synergy_ZIP=-6.22, Synergy_Bliss=-1.98, Synergy_Loewe=-19.1, Synergy_HSA=-6.85. (5) Drug 1: CC(C1=C(C=CC(=C1Cl)F)Cl)OC2=C(N=CC(=C2)C3=CN(N=C3)C4CCNCC4)N. Drug 2: C1=NC2=C(N=C(N=C2N1C3C(C(C(O3)CO)O)F)Cl)N. Cell line: OVCAR-5. Synergy scores: CSS=11.2, Synergy_ZIP=-6.31, Synergy_Bliss=1.79, Synergy_Loewe=-2.00, Synergy_HSA=1.57. (6) Drug 1: CC=C1C(=O)NC(C(=O)OC2CC(=O)NC(C(=O)NC(CSSCCC=C2)C(=O)N1)C(C)C)C(C)C. Drug 2: CC1C(C(CC(O1)OC2CC(CC3=C2C(=C4C(=C3O)C(=O)C5=CC=CC=C5C4=O)O)(C(=O)C)O)N)O. Cell line: MALME-3M. Synergy scores: CSS=70.7, Synergy_ZIP=-2.77, Synergy_Bliss=-4.61, Synergy_Loewe=-2.93, Synergy_HSA=-0.830. (7) Drug 1: CCC1(CC2CC(C3=C(CCN(C2)C1)C4=CC=CC=C4N3)(C5=C(C=C6C(=C5)C78CCN9C7C(C=CC9)(C(C(C8N6C=O)(C(=O)OC)O)OC(=O)C)CC)OC)C(=O)OC)O.OS(=O)(=O)O. Synergy scores: CSS=21.7, Synergy_ZIP=-3.97, Synergy_Bliss=2.49, Synergy_Loewe=-8.92, Synergy_HSA=1.07. Cell line: UACC-257. Drug 2: CC1CCC2CC(C(=CC=CC=CC(CC(C(=O)C(C(C(=CC(C(=O)CC(OC(=O)C3CCCCN3C(=O)C(=O)C1(O2)O)C(C)CC4CCC(C(C4)OC)OCCO)C)C)O)OC)C)C)C)OC. (8) Drug 1: CC12CCC(CC1=CCC3C2CCC4(C3CC=C4C5=CN=CC=C5)C)O. Drug 2: COC1=C(C=C2C(=C1)N=CN=C2NC3=CC(=C(C=C3)F)Cl)OCCCN4CCOCC4. Cell line: EKVX. Synergy scores: CSS=37.2, Synergy_ZIP=-4.38, Synergy_Bliss=5.28, Synergy_Loewe=-0.0197, Synergy_HSA=4.87. (9) Drug 1: CN1C(=O)N2C=NC(=C2N=N1)C(=O)N. Drug 2: C1C(C(OC1N2C=NC(=NC2=O)N)CO)O. Cell line: SF-539. Synergy scores: CSS=-1.22, Synergy_ZIP=0.900, Synergy_Bliss=3.01, Synergy_Loewe=-4.01, Synergy_HSA=-2.88.